This data is from Catalyst prediction with 721,799 reactions and 888 catalyst types from USPTO. The task is: Predict which catalyst facilitates the given reaction. (1) Reactant: [C:1]12([C:11]([O:13][CH2:14][CH2:15][NH:16][S:17]([C:20]([F:23])([F:22])[F:21])(=[O:19])=[O:18])=[O:12])[CH2:10][CH:5]3[CH2:6][CH:7]([CH2:9][CH:3]([CH2:4]3)[CH2:2]1)[CH2:8]2.O.[OH-].[Na+].[Br-].[C:28]1([S+:34]([C:41]2[CH:46]=[CH:45][CH:44]=[CH:43][CH:42]=2)[C:35]2[CH:40]=[CH:39][CH:38]=[CH:37][CH:36]=2)[CH:33]=[CH:32][CH:31]=[CH:30][CH:29]=1. Product: [C:1]12([C:11]([O:13][CH2:14][CH2:15][NH:16][S:17]([C:20]([F:23])([F:21])[F:22])(=[O:19])=[O:18])=[O:12])[CH2:2][CH:3]3[CH2:4][CH:5]([CH2:6][CH:7]([CH2:9]3)[CH2:8]1)[CH2:10]2.[C:41]1([S+:34]([C:28]2[CH:29]=[CH:30][CH:31]=[CH:32][CH:33]=2)[C:35]2[CH:40]=[CH:39][CH:38]=[CH:37][CH:36]=2)[CH:42]=[CH:43][CH:44]=[CH:45][CH:46]=1. The catalyst class is: 22. (2) Reactant: [Cl:1][C:2]1[CH:7]=[CH:6][C:5]([S:8]([NH:11][CH:12]2[CH2:18][CH2:17][CH2:16][CH2:15][NH:14][C:13]2=[O:19])(=[O:10])=[O:9])=[CH:4][CH:3]=1.Br[CH2:21][C:22]1[CH:27]=[CH:26][C:25]([N:28]2[CH:32]=[N:31][CH:30]=[N:29]2)=[CH:24][CH:23]=1.C(=O)([O-])[O-].[K+].[K+].[I-].[K+]. Product: [Cl:1][C:2]1[CH:3]=[CH:4][C:5]([S:8]([N:11]([CH:12]2[CH2:18][CH2:17][CH2:16][CH2:15][NH:14][C:13]2=[O:19])[CH2:21][C:22]2[CH:23]=[CH:24][C:25]([N:28]3[CH:32]=[N:31][CH:30]=[N:29]3)=[CH:26][CH:27]=2)(=[O:10])=[O:9])=[CH:6][CH:7]=1. The catalyst class is: 9. (3) Reactant: Cl[C:2](Cl)([O:4]C(=O)OC(Cl)(Cl)Cl)Cl.[Cl:13][C:14]1[CH:19]=[CH:18][C:17]([C:20]2[C:25]([C:26]3[CH:31]=[CH:30][CH:29]=[CH:28][CH:27]=3)=[C:24]([NH:32][NH2:33])[N:23]=[C:22]([S:34][CH3:35])[N:21]=2)=[CH:16][CH:15]=1. Product: [Cl:13][C:14]1[CH:19]=[CH:18][C:17]([C:20]2[N:21]=[C:22]([S:34][CH3:35])[N:23]3[C:2](=[O:4])[NH:33][N:32]=[C:24]3[C:25]=2[C:26]2[CH:31]=[CH:30][CH:29]=[CH:28][CH:27]=2)=[CH:16][CH:15]=1. The catalyst class is: 1.